From a dataset of CYP2C19 inhibition data for predicting drug metabolism from PubChem BioAssay. Regression/Classification. Given a drug SMILES string, predict its absorption, distribution, metabolism, or excretion properties. Task type varies by dataset: regression for continuous measurements (e.g., permeability, clearance, half-life) or binary classification for categorical outcomes (e.g., BBB penetration, CYP inhibition). Dataset: cyp2c19_veith. (1) The drug is O=C1C=C(NCC2CCCO2)C2(CCCCC2)O1. The result is 0 (non-inhibitor). (2) The molecule is Cc1cccc(C(=O)Nc2nnc(-c3ccc(C(C)(C)C)cc3)s2)c1. The result is 0 (non-inhibitor). (3) The result is 0 (non-inhibitor). The compound is COc1cccc(Nc2ncc3nc(-c4ccc(F)cc4)c(=O)n(CCC#N)c3n2)c1. (4) The drug is CCOc1c2ccc(C(=O)NC3CCCc4ccccc43)cc2nn1C. The result is 0 (non-inhibitor). (5) The molecule is CN(C)c1ccc(-c2nc(-n3ccnc3)c3ccccc3n2)cc1. The result is 1 (inhibitor). (6) The compound is COc1cccc(OCC(=O)NN=C2c3ccccc3-c3ccccc32)c1. The result is 1 (inhibitor). (7) The compound is CC(Sc1nnc(C(C)N(C)C)n1-c1ccc(Cl)cc1)C(=O)Nc1ccc2c(c1)OCO2. The result is 1 (inhibitor). (8) The compound is CC/C(=C(\c1ccccc1)c1ccc(OCCN(C)C)cc1)c1ccccc1.O=C(O)CC(O)(CC(=O)O)C(=O)O. The result is 1 (inhibitor). (9) The compound is Cc1noc(NS(=O)(=O)c2ccc(N)cc2)c1C. The result is 0 (non-inhibitor).